Predict the reaction yield, written as a fraction of the theoretical maximum amount of product (1.0 means a 100% yield; for example, 0.34 means a 34% yield). From a dataset of Reaction yield outcomes from USPTO patents with 853,638 reactions. (1) The reactants are [F:1][C:2]1[CH:3]=[C:4]2[C:8](=[CH:9][C:10]=1[C:11]1[CH:12]=[N:13][N:14]([CH3:16])[CH:15]=1)[N:7](C(OC(C)(C)C)=O)[CH2:6][CH2:5]2.Cl. The catalyst is CCOC(C)=O. The product is [F:1][C:2]1[CH:3]=[C:4]2[C:8](=[CH:9][C:10]=1[C:11]1[CH:12]=[N:13][N:14]([CH3:16])[CH:15]=1)[NH:7][CH2:6][CH2:5]2. The yield is 0.830. (2) The reactants are C(N1C2C(=CC(S(N)(=O)=O)=CC=2)CC1)C.[C:16]([N:19]1[C:27]2[C:22](=[CH:23][C:24]([Br:32])=[C:25]([S:28]([NH2:31])(=[O:30])=[O:29])[CH:26]=2)[CH2:21][CH2:20]1)(=O)[CH3:17]. No catalyst specified. The product is [Br:32][C:24]1[CH:23]=[C:22]2[C:27](=[CH:26][C:25]=1[S:28]([NH2:31])(=[O:30])=[O:29])[N:19]([CH2:16][CH3:17])[CH2:20][CH2:21]2. The yield is 0.500. (3) The reactants are [NH2:1][C@@H:2]([CH2:21][C:22]1[C:23]2[CH:30]=[CH:29][CH:28]=[CH:27][C:24]=2[S:25][CH:26]=1)[C:3]([NH:5][CH:6]([C:14](=[O:20])[NH:15][CH2:16][CH2:17][O:18][CH3:19])[CH2:7][C:8]1[CH:13]=[CH:12][CH:11]=[CH:10][CH:9]=1)=[O:4].[Cl-].[CH3:32][O:33][C:34]1[CH:39]=[C:38]([O:40][CH3:41])[CH:37]=[CH:36][C:35]=1[CH2:42][N:43]([O:55][CH2:56][C:57]1[CH:62]=[CH:61][C:60]([O:63][CH3:64])=[CH:59][CH:58]=1)[C:44]([CH2:46][C@@H:47]([CH2:51][CH2:52][CH2:53][CH3:54])[C:48](O)=[O:49])=[O:45].[Na].C(Cl)CCl.C1C=CC2N(O)N=NC=2C=1.CN1CCOCC1. The catalyst is ClCCl. The product is [S:25]1[CH:26]=[C:22]([CH2:21][C@H:2]([NH:1][C:48](=[O:49])[C@H:47]([CH2:51][CH2:52][CH2:53][CH3:54])[CH2:46][C:44]([N:43]([CH2:42][C:35]2[CH:36]=[CH:37][C:38]([O:40][CH3:41])=[CH:39][C:34]=2[O:33][CH3:32])[O:55][CH2:56][C:57]2[CH:58]=[CH:59][C:60]([O:63][CH3:64])=[CH:61][CH:62]=2)=[O:45])[C:3](=[O:4])[NH:5][CH:6]([C:14](=[O:20])[NH:15][CH2:16][CH2:17][O:18][CH3:19])[CH2:7][C:8]2[CH:9]=[CH:10][CH:11]=[CH:12][CH:13]=2)[C:23]2[CH:30]=[CH:29][CH:28]=[CH:27][C:24]1=2. The yield is 0.890. (4) The reactants are [F:1][C:2]1[CH:3]=[C:4]2[C:8](=[CH:9][CH:10]=1)[NH:7][C:6](=[O:11])[CH2:5]2.[C:12]1([C:21]2[C:16](=[CH:17][CH:18]=[CH:19][CH:20]=2)[CH2:15][O:14]1)=O.C[Si](C)(C)N[Si](C)(C)C.[Na]. The catalyst is CN(C=O)C. The product is [F:1][C:2]1[CH:3]=[C:4]2[C:8](=[CH:9][CH:10]=1)[NH:7][C:6](=[O:11])[C:5]2=[C:12]1[C:21]2[C:16](=[CH:17][CH:18]=[CH:19][CH:20]=2)[CH2:15][O:14]1. The yield is 0.0600. (5) The reactants are C(NC(C)C)(C)C.C([Li])CCC.[Li+].CC([N-]C(C)C)C.[Si:21]([O:38][CH2:39][C:40]1[C:45]([N:46]2[CH2:51][C@H:50]([CH3:52])[O:49][C@H:48]([CH3:53])[CH2:47]2)=[C:44]([Cl:54])[C:43]([F:55])=[CH:42][N:41]=1)([C:34]([CH3:37])([CH3:36])[CH3:35])([C:28]1[CH:33]=[CH:32][CH:31]=[CH:30][CH:29]=1)[C:22]1[CH:27]=[CH:26][CH:25]=[CH:24][CH:23]=1.C[N:57]1[CH:61]=[CH:60][N:59]=[C:58]1[CH:62]=[O:63]. The catalyst is C1COCC1. The product is [Si:21]([O:38][CH2:39][C:40]1[N:41]=[C:42]([CH:62]([C:58]2[NH:57][CH:61]=[CH:60][N:59]=2)[OH:63])[C:43]([F:55])=[C:44]([Cl:54])[C:45]=1[N:46]1[CH2:51][C@H:50]([CH3:52])[O:49][C@H:48]([CH3:53])[CH2:47]1)([C:34]([CH3:37])([CH3:35])[CH3:36])([C:28]1[CH:33]=[CH:32][CH:31]=[CH:30][CH:29]=1)[C:22]1[CH:23]=[CH:24][CH:25]=[CH:26][CH:27]=1. The yield is 0.660. (6) The product is [F:32][C:30]([P:33](=[O:40])([O:37][CH2:38][CH3:39])[O:34][CH2:35][CH3:36])([F:31])[C:27]1[CH:28]=[CH:29][C:24]([NH:23][C:2]2[N:7]=[C:6]([NH:8][C:9]3[CH:18]=[CH:17][CH:16]=[CH:15][C:10]=3[C:11](=[O:12])[NH:13][CH3:14])[C:5]([C:19]([F:22])([F:21])[F:20])=[CH:4][N:3]=2)=[CH:25][CH:26]=1. No catalyst specified. The yield is 0.0600. The reactants are Cl[C:2]1[N:7]=[C:6]([NH:8][C:9]2[CH:18]=[CH:17][CH:16]=[CH:15][C:10]=2[C:11]([NH:13][CH3:14])=[O:12])[C:5]([C:19]([F:22])([F:21])[F:20])=[CH:4][N:3]=1.[NH2:23][C:24]1[CH:29]=[CH:28][C:27]([C:30]([P:33](=[O:40])([O:37][CH2:38][CH3:39])[O:34][CH2:35][CH3:36])([F:32])[F:31])=[CH:26][CH:25]=1. (7) The reactants are [CH3:1][C:2]([CH2:7][CH2:8][CH:9]=[C:10]([CH3:17])[CH2:11][CH2:12][CH:13]=[C:14]([CH3:16])[CH3:15])=[CH:3][C:4](Cl)=[O:5].[OH:18][CH2:19][CH:20]([CH2:22][OH:23])[OH:21].N1C=CC=CC=1. The catalyst is CN(C)C=O.C(Cl)Cl. The product is [CH3:1][C:2]([CH2:7][CH2:8][CH:9]=[C:10]([CH3:17])[CH2:11][CH2:12][CH:13]=[C:14]([CH3:16])[CH3:15])=[CH:3][C:4]([O:18][CH2:19][CH:20]([CH2:22][OH:23])[OH:21])=[O:5]. The yield is 0.410.